This data is from Full USPTO retrosynthesis dataset with 1.9M reactions from patents (1976-2016). The task is: Predict the reactants needed to synthesize the given product. (1) Given the product [F:3][C:4]1[CH:5]=[C:6]([N:11]2[CH:16]=[CH:17][C:18]([NH2:19])=[N:12]2)[CH:7]=[CH:8][C:9]=1[F:10], predict the reactants needed to synthesize it. The reactants are: [Na].Cl.[F:3][C:4]1[CH:5]=[C:6]([NH:11][NH2:12])[CH:7]=[CH:8][C:9]=1[F:10].C(O/[CH:16]=[CH:17]/[C:18]#[N:19])C.Cl.[OH-].[Na+]. (2) Given the product [CH3:1][C:2]1[N:3]([CH2:30][C:31]([O:33][CH2:34][CH3:35])=[O:32])[C:4]2[CH2:5][C:6]([CH3:29])([CH3:28])[CH2:7][CH2:8][C:9]=2[C:10]=1[S:11][C:12]1[CH:17]=[CH:16][C:15]([S:18]([N:21]2[CH2:22][CH2:23][O:24][CH2:25][CH2:26]2)(=[O:20])=[O:19])=[CH:14][CH:13]=1, predict the reactants needed to synthesize it. The reactants are: [CH3:1][C:2]1[N:3]([CH2:30][C:31]([O:33][CH2:34][CH3:35])=[O:32])[C:4]2[CH2:5][C:6]([CH3:29])([CH3:28])[CH2:7][C:8](=O)[C:9]=2[C:10]=1[S:11][C:12]1[CH:17]=[CH:16][C:15]([S:18]([N:21]2[CH2:26][CH2:25][O:24][CH2:23][CH2:22]2)(=[O:20])=[O:19])=[CH:14][CH:13]=1.B.C1COCC1.CCO. (3) Given the product [NH2:1][C:2]([NH:4][C:5]1[CH:9]=[C:8]([C:10]2[CH:11]=[CH:12][C:13]([O:16][CH2:17][CH2:18][CH2:28][N:29]([CH3:31])[CH3:30])=[CH:14][CH:15]=2)[S:7][C:6]=1[C:22]([NH2:24])=[O:23])=[O:3], predict the reactants needed to synthesize it. The reactants are: [NH2:1][C:2]([NH:4][C:5]1[CH:9]=[C:8]([C:10]2[CH:15]=[CH:14][C:13]([O:16][CH2:17][CH2:18]N(C)C)=[CH:12][CH:11]=2)[S:7][C:6]=1[C:22]([NH2:24])=[O:23])=[O:3].ClCC[CH2:28][N:29]([CH3:31])[CH3:30]. (4) Given the product [CH2:16]([N:8]1[CH2:7][CH2:6][C:5]2[C:10](=[CH:11][CH:12]=[C:3]([O:2][CH3:1])[CH:4]=2)[C:9]1=[O:13])[CH3:17], predict the reactants needed to synthesize it. The reactants are: [CH3:1][O:2][C:3]1[CH:4]=[C:5]2[C:10](=[CH:11][CH:12]=1)[C:9](=[O:13])[NH:8][CH2:7][CH2:6]2.[H-].[Na+].[CH2:16](I)[CH3:17].